From a dataset of NCI-60 drug combinations with 297,098 pairs across 59 cell lines. Regression. Given two drug SMILES strings and cell line genomic features, predict the synergy score measuring deviation from expected non-interaction effect. (1) Drug 1: CN1CCC(CC1)COC2=C(C=C3C(=C2)N=CN=C3NC4=C(C=C(C=C4)Br)F)OC. Drug 2: CC12CCC(CC1=CCC3C2CCC4(C3CC=C4C5=CN=CC=C5)C)O. Cell line: MOLT-4. Synergy scores: CSS=14.5, Synergy_ZIP=-0.00779, Synergy_Bliss=6.58, Synergy_Loewe=1.35, Synergy_HSA=5.91. (2) Drug 1: C1CN1P(=S)(N2CC2)N3CC3. Drug 2: CC(C)(C#N)C1=CC(=CC(=C1)CN2C=NC=N2)C(C)(C)C#N. Cell line: PC-3. Synergy scores: CSS=3.39, Synergy_ZIP=-2.92, Synergy_Bliss=-1.66, Synergy_Loewe=-3.10, Synergy_HSA=-2.30. (3) Drug 1: CS(=O)(=O)C1=CC(=C(C=C1)C(=O)NC2=CC(=C(C=C2)Cl)C3=CC=CC=N3)Cl. Drug 2: C1=NC(=NC(=O)N1C2C(C(C(O2)CO)O)O)N. Cell line: OVCAR3. Synergy scores: CSS=16.5, Synergy_ZIP=-0.215, Synergy_Bliss=5.31, Synergy_Loewe=-2.36, Synergy_HSA=3.88. (4) Drug 1: C1CC(=O)NC(=O)C1N2CC3=C(C2=O)C=CC=C3N. Drug 2: CN(CCCl)CCCl.Cl. Cell line: EKVX. Synergy scores: CSS=7.19, Synergy_ZIP=-2.60, Synergy_Bliss=-0.00118, Synergy_Loewe=-0.143, Synergy_HSA=0.949. (5) Drug 1: CC1C(C(CC(O1)OC2CC(CC3=C2C(=C4C(=C3O)C(=O)C5=C(C4=O)C(=CC=C5)OC)O)(C(=O)C)O)N)O.Cl. Drug 2: CC1C(C(=O)NC(C(=O)N2CCCC2C(=O)N(CC(=O)N(C(C(=O)O1)C(C)C)C)C)C(C)C)NC(=O)C3=C4C(=C(C=C3)C)OC5=C(C(=O)C(=C(C5=N4)C(=O)NC6C(OC(=O)C(N(C(=O)CN(C(=O)C7CCCN7C(=O)C(NC6=O)C(C)C)C)C)C(C)C)C)N)C. Cell line: NCI-H226. Synergy scores: CSS=11.6, Synergy_ZIP=-3.73, Synergy_Bliss=-0.151, Synergy_Loewe=-1.55, Synergy_HSA=-1.27. (6) Drug 1: CCC1=CC2CC(C3=C(CN(C2)C1)C4=CC=CC=C4N3)(C5=C(C=C6C(=C5)C78CCN9C7C(C=CC9)(C(C(C8N6C)(C(=O)OC)O)OC(=O)C)CC)OC)C(=O)OC.C(C(C(=O)O)O)(C(=O)O)O. Drug 2: CN(C)C1=NC(=NC(=N1)N(C)C)N(C)C. Cell line: SNB-75. Synergy scores: CSS=21.0, Synergy_ZIP=-9.33, Synergy_Bliss=-1.24, Synergy_Loewe=-38.3, Synergy_HSA=-2.58.